This data is from Forward reaction prediction with 1.9M reactions from USPTO patents (1976-2016). The task is: Predict the product of the given reaction. (1) Given the reactants [OH:1][C:2]1[CH:11]=[C:10]2[C:5]([C:6](=[O:12])[NH:7][CH:8]=[N:9]2)=[CH:4][CH:3]=1.P(Cl)(Cl)(Cl)=O.CN(C)[C:20]1C=CC=C[CH:21]=1.[Na], predict the reaction product. The product is: [OH:1][C:2]1[CH:11]=[C:10]2[C:5]([C:6]([O:12][CH2:20][CH3:21])=[N:7][CH:8]=[N:9]2)=[CH:4][CH:3]=1. (2) Given the reactants Cl[C:2]1[CH:11]=[CH:10][N:9]=[C:8]2[C:3]=1[C:4]1[CH:16]=[C:15]([C:17]([F:20])([F:19])[F:18])[CH:14]=[CH:13][C:5]=1[C:6](=[O:12])[NH:7]2.[NH2:21][C:22]1[CH:27]=[CH:26][C:25]([NH:28][C:29](=[O:41])[C:30]2[CH:35]=[CH:34][C:33]([F:36])=[CH:32][C:31]=2[C:37]([F:40])([F:39])[F:38])=[CH:24][CH:23]=1, predict the reaction product. The product is: [F:36][C:33]1[CH:34]=[CH:35][C:30]([C:29]([NH:28][C:25]2[CH:24]=[CH:23][C:22]([NH:21][C:2]3[CH:11]=[CH:10][N:9]=[C:8]4[C:3]=3[C:4]3[CH:16]=[C:15]([C:17]([F:20])([F:19])[F:18])[CH:14]=[CH:13][C:5]=3[C:6](=[O:12])[NH:7]4)=[CH:27][CH:26]=2)=[O:41])=[C:31]([C:37]([F:38])([F:39])[F:40])[CH:32]=1. (3) Given the reactants [C:1]1([CH3:10])[CH:6]=[CH:5][C:4]([C@@H:7]([NH2:9])[CH3:8])=[CH:3][CH:2]=1.C([O:15][C:16]([C:18]1[CH:23]=[CH:22][CH:21]=[CH:20][C:19]=1[C:24]1[CH:29]=[CH:28][C:27]([CH2:30][N:31]2[C:39]3[C:34](=[CH:35][C:36]([C:40](O)=[O:41])=[CH:37][CH:38]=3)[C:33]([CH3:43])=[C:32]2[CH3:44])=[CH:26][CH:25]=1)=[O:17])(C)(C)C, predict the reaction product. The product is: [CH3:44][C:32]1[N:31]([CH2:30][C:27]2[CH:28]=[CH:29][C:24]([C:19]3[C:18]([C:16]([OH:17])=[O:15])=[CH:23][CH:22]=[CH:21][CH:20]=3)=[CH:25][CH:26]=2)[C:39]2[C:34]([C:33]=1[CH3:43])=[CH:35][C:36]([C:40](=[O:41])[NH:9][C@H:7]([C:4]1[CH:5]=[CH:6][C:1]([CH3:10])=[CH:2][CH:3]=1)[CH3:8])=[CH:37][CH:38]=2. (4) Given the reactants [N:1]1[CH:6]=[CH:5][CH:4]=[CH:3][C:2]=1[O:7][CH2:8][C:9]1[CH:27]=[CH:26][C:12]([CH2:13][C:14]2[CH:18]=[C:17]([C:19]3[C:20]([NH2:25])=[N:21][CH:22]=[CH:23][CH:24]=3)[O:16][N:15]=2)=[CH:11][CH:10]=1.[C:28]1([S:34]([OH:37])(=[O:36])=[O:35])[CH:33]=[CH:32][CH:31]=[CH:30][CH:29]=1, predict the reaction product. The product is: [C:28]1([S:34]([OH:37])(=[O:36])=[O:35])[CH:33]=[CH:32][CH:31]=[CH:30][CH:29]=1.[N:1]1[CH:6]=[CH:5][CH:4]=[CH:3][C:2]=1[O:7][CH2:8][C:9]1[CH:27]=[CH:26][C:12]([CH2:13][C:14]2[CH:18]=[C:17]([C:19]3[C:20]([NH2:25])=[N:21][CH:22]=[CH:23][CH:24]=3)[O:16][N:15]=2)=[CH:11][CH:10]=1.